This data is from Full USPTO retrosynthesis dataset with 1.9M reactions from patents (1976-2016). The task is: Predict the reactants needed to synthesize the given product. (1) The reactants are: [Br:1][C:2]1[CH:7]=[CH:6][C:5]([N+:8]([O-:10])=[O:9])=[CH:4][C:3]=1[CH2:11][C:12]([OH:14])=[O:13].S(=O)(=O)(O)O.[CH2:20](O)[CH3:21]. Given the product [Br:1][C:2]1[CH:7]=[CH:6][C:5]([N+:8]([O-:10])=[O:9])=[CH:4][C:3]=1[CH2:11][C:12]([O:14][CH2:20][CH3:21])=[O:13], predict the reactants needed to synthesize it. (2) Given the product [CH:14]([O:1][C:2]1[CH:3]=[CH:4][C:5]([CH2:8][C:9]([O:11][CH3:12])=[O:10])=[CH:6][CH:7]=1)([CH3:16])[CH3:15], predict the reactants needed to synthesize it. The reactants are: [OH:1][C:2]1[CH:7]=[CH:6][C:5]([CH2:8][C:9]([O:11][CH3:12])=[O:10])=[CH:4][CH:3]=1.Br[CH:14]([CH3:16])[CH3:15].C(=O)([O-])[O-].[K+].[K+]. (3) Given the product [CH:10]1[C:19]2[C:14](=[CH:15][CH:16]=[CH:17][CH:18]=2)[CH:13]=[CH:12][C:11]=1[CH:20]([O:22][CH2:23][C:24]1[O:3][N:1]=[C:4]([C:5]([O:7][CH2:8][CH3:9])=[O:6])[CH:25]=1)[CH3:21], predict the reactants needed to synthesize it. The reactants are: [N+:1]([CH2:4][C:5]([O:7][CH2:8][CH3:9])=[O:6])([O-:3])=O.[CH:10]1[C:19]2[C:14](=[CH:15][CH:16]=[CH:17][CH:18]=2)[CH:13]=[CH:12][C:11]=1[CH:20]([O:22][CH2:23][C:24]#[CH:25])[CH3:21].N12CCN(CC1)CC2. (4) The reactants are: C([O:8][C:9]1[CH:10]=[C:11]([CH:23]=[CH:24][CH:25]=1)[C:12]([NH:14][C:15]1[CH:20]=[C:19]([CH3:21])[CH:18]=[CH:17][C:16]=1[F:22])=[O:13])C1C=CC=CC=1. Given the product [F:22][C:16]1[CH:17]=[CH:18][C:19]([CH3:21])=[CH:20][C:15]=1[NH:14][C:12](=[O:13])[C:11]1[CH:23]=[CH:24][CH:25]=[C:9]([OH:8])[CH:10]=1, predict the reactants needed to synthesize it. (5) Given the product [CH2:7]([C:23]1([OH:27])[CH2:24][CH2:25][CH2:26][CH:19]([C:15]([CH3:17])([CH3:18])[CH3:16])[CH2:20][CH2:21][CH:22]1[O:28][SiH:29]([CH3:30])[CH3:31])[C:8]1[CH:13]=[CH:12][CH:11]=[CH:10][CH:9]=1, predict the reactants needed to synthesize it. The reactants are: [Mg].II.BrCC.[CH2:7](Cl)[C:8]1[CH:13]=[CH:12][CH:11]=[CH:10][CH:9]=1.[C:15]([CH:19]1[CH2:26][CH2:25][CH2:24][C:23](=[O:27])[CH:22]([O:28][SiH:29]([CH3:31])[CH3:30])[CH2:21][CH2:20]1)([CH3:18])([CH3:17])[CH3:16].Cl. (6) Given the product [F:12][CH:11]([F:13])[O:10][C:4]1[CH:3]=[C:2]([B:14]2[O:18][C:17]([CH3:20])([CH3:19])[C:16]([CH3:22])([CH3:21])[O:15]2)[CH:9]=[CH:8][C:5]=1[C:6]#[N:7], predict the reactants needed to synthesize it. The reactants are: Br[C:2]1[CH:9]=[CH:8][C:5]([C:6]#[N:7])=[C:4]([O:10][CH:11]([F:13])[F:12])[CH:3]=1.[B:14]1([B:14]2[O:18][C:17]([CH3:20])([CH3:19])[C:16]([CH3:22])([CH3:21])[O:15]2)[O:18][C:17]([CH3:20])([CH3:19])[C:16]([CH3:22])([CH3:21])[O:15]1.C([O-])(=O)C.[K+].C(Cl)Cl. (7) Given the product [C:1]([O:5][C:6]([NH:8][C@H:9]1[CH2:14][C:13]([C:15]([O:17][CH3:27])=[O:16])=[CH:12][CH2:11][C@@H:10]1[C:18]1[CH:23]=[C:22]([F:24])[C:21]([F:25])=[CH:20][C:19]=1[F:26])=[O:7])([CH3:4])([CH3:2])[CH3:3], predict the reactants needed to synthesize it. The reactants are: [C:1]([O:5][C:6]([NH:8][C@@H:9]1[CH2:14][C:13]([C:15]([OH:17])=[O:16])=[CH:12][CH2:11][C@H:10]1[C:18]1[CH:23]=[C:22]([F:24])[C:21]([F:25])=[CH:20][C:19]=1[F:26])=[O:7])([CH3:4])([CH3:3])[CH3:2].[CH3:27][Si](C=[N+]=[N-])(C)C.C(OC(OC(C)(C)C)=O)(OC(C)(C)C)=O.C(=O)(O)[O-].[Na+]. (8) The reactants are: C[O:2][C:3]([C@@H:5]1[CH2:9][CH2:8][CH2:7][N:6]1[S:10]([C:13]1[S:17][C:16]([NH:18][C:19]([N:21]([CH2:32][CH:33]2[CH2:37][CH2:36][CH2:35][CH2:34]2)[C:22]2[CH:27]=[CH:26][C:25]([S:28]([CH3:31])(=[O:30])=[O:29])=[CH:24][CH:23]=2)=[O:20])=[N:15][CH:14]=1)(=[O:12])=[O:11])=[O:4].C1(CN(C2C=CC(S(C)(=O)=O)=CC=2)C(=O)NC2SC=C(CC(O)=O)N=2)CCCC1.C1(CNC2C=CC(S(C)(=O)=O)=CC=2)CCCC1.COC([C@@H]1CCCN1S(C1SC(N)=NC=1)(=O)=O)=O. Given the product [CH:33]1([CH2:32][N:21]([C:22]2[CH:27]=[CH:26][C:25]([S:28]([CH3:31])(=[O:29])=[O:30])=[CH:24][CH:23]=2)[C:19](=[O:20])[NH:18][C:16]2[S:17][C:13]([S:10]([N:6]3[CH2:7][CH2:8][CH2:9][C@H:5]3[C:3]([OH:4])=[O:2])(=[O:12])=[O:11])=[CH:14][N:15]=2)[CH2:34][CH2:35][CH2:36][CH2:37]1, predict the reactants needed to synthesize it. (9) Given the product [CH2:32]([S:34]([O:1][C:2]1[CH:3]=[CH:4][C:5]2[N:9]=[CH:8][N:7]([C:10]3[S:14][C:13]([C:15]([NH2:17])=[O:16])=[C:12]([O:18][C@@H:19]([C:21]4[CH:26]=[CH:25][CH:24]=[CH:23][C:22]=4[C:27]([F:29])([F:28])[F:30])[CH3:20])[CH:11]=3)[C:6]=2[CH:31]=1)(=[O:36])=[O:35])[CH3:33], predict the reactants needed to synthesize it. The reactants are: [OH:1][C:2]1[CH:3]=[CH:4][C:5]2[N:9]=[CH:8][N:7]([C:10]3[S:14][C:13]([C:15]([NH2:17])=[O:16])=[C:12]([O:18][C@@H:19]([C:21]4[CH:26]=[CH:25][CH:24]=[CH:23][C:22]=4[C:27]([F:30])([F:29])[F:28])[CH3:20])[CH:11]=3)[C:6]=2[CH:31]=1.[CH2:32]([S:34](Cl)(=[O:36])=[O:35])[CH3:33].